The task is: Predict the reactants needed to synthesize the given product.. This data is from Full USPTO retrosynthesis dataset with 1.9M reactions from patents (1976-2016). (1) Given the product [CH3:1][O:2][C:3](=[O:14])[C:4]1[CH:9]=[CH:8][C:7]([CH2:10][CH2:11][CH2:12][OH:13])=[CH:6][CH:5]=1, predict the reactants needed to synthesize it. The reactants are: [CH3:1][O:2][C:3](=[O:14])[C:4]1[CH:9]=[CH:8][C:7]([C:10]#[C:11][CH2:12][OH:13])=[CH:6][CH:5]=1. (2) Given the product [C:19]([NH:9][NH:8][C:6](=[O:7])[C:5]1[CH:10]=[CH:11][C:2]([I:1])=[CH:3][CH:4]=1)(=[O:26])[C:20]1[CH:25]=[CH:24][CH:23]=[CH:22][CH:21]=1, predict the reactants needed to synthesize it. The reactants are: [I:1][C:2]1[CH:11]=[CH:10][C:5]([C:6]([NH:8][NH2:9])=[O:7])=[CH:4][CH:3]=1.CN1CCCC1=O.[C:19](Cl)(=[O:26])[C:20]1[CH:25]=[CH:24][CH:23]=[CH:22][CH:21]=1. (3) Given the product [CH3:32][O:31][C:28]1[CH:29]=[CH:30][C:25]([C:23]#[C:24][C:7]2[CH:6]=[CH:5][C:4]([O:3][C:2]([F:1])([F:21])[F:22])=[CH:9][CH:8]=2)=[CH:26][C:27]=1[O:33][CH3:34], predict the reactants needed to synthesize it. The reactants are: [F:1][C:2]([F:22])([F:21])[O:3][C:4]1[CH:9]=[CH:8][C:7](OS(C2C=CC(C)=CC=2)(=O)=O)=[CH:6][CH:5]=1.[C:23]([C:25]1[CH:30]=[CH:29][C:28]([O:31][CH3:32])=[C:27]([O:33][CH3:34])[CH:26]=1)#[CH:24]. (4) The reactants are: BrC1C=CC2OC3C(=O)NC(C4CCNCC4)=NC=3C=2C=1.BrC1C=CC2OC3C(=O)NC(C4CCN(C(OC(C)(C)C)=O)CC4)=NC=3C=2C=1.[CH3:50][O:51][C:52]1[CH:53]=[CH:54][C:55]2[O:64][C:63]3[C:62](=[O:65])[NH:61][C:60]([C@@H:66]4[CH2:70][CH2:69][CH2:68][N:67]4C(OC(C)(C)C)=O)=[N:59][C:58]=3[C:56]=2[CH:57]=1. Given the product [CH3:50][O:51][C:52]1[CH:53]=[CH:54][C:55]2[O:64][C:63]3[C:62](=[O:65])[NH:61][C:60]([C@@H:66]4[CH2:70][CH2:69][CH2:68][NH:67]4)=[N:59][C:58]=3[C:56]=2[CH:57]=1, predict the reactants needed to synthesize it. (5) The reactants are: CO[CH:3]1[CH:7]([CH:8]=[O:9])[CH2:6][CH:5](OC)O1.Cl.[CH3:13][O:14][C:15]1[CH:20]=[CH:19][C:18]([NH2:21])=[CH:17][CH:16]=1. Given the product [CH3:13][O:14][C:15]1[CH:20]=[CH:19][C:18]([N:21]2[CH:5]=[CH:6][C:7]([CH:8]=[O:9])=[CH:3]2)=[CH:17][CH:16]=1, predict the reactants needed to synthesize it.